This data is from Catalyst prediction with 721,799 reactions and 888 catalyst types from USPTO. The task is: Predict which catalyst facilitates the given reaction. (1) Product: [O:1]=[C:2]1[N:7]([CH2:8][C:9]([NH:41][C@H:39]([C:36]2[CH:35]=[CH:34][C:33]([O:32][C:31]([F:30])([F:42])[F:43])=[CH:38][CH:37]=2)[CH3:40])=[O:11])[N:6]=[N:5][C:4]2[CH:12]=[CH:13][CH:14]=[CH:15][C:3]1=2. Reactant: [O:1]=[C:2]1[N:7]([CH2:8][C:9]([OH:11])=O)[N:6]=[N:5][C:4]2[CH:12]=[CH:13][CH:14]=[CH:15][C:3]1=2.C1C=CC2N(O)N=NC=2C=1.C(Cl)CCl.[F:30][C:31]([F:43])([F:42])[O:32][C:33]1[CH:38]=[CH:37][C:36]([C@@H:39]([NH2:41])[CH3:40])=[CH:35][CH:34]=1.CCN(C(C)C)C(C)C. The catalyst class is: 136. (2) Reactant: [NH:1]1[C:9]2[C:4](=[N:5][CH:6]=[CH:7][CH:8]=2)[CH:3]=[CH:2]1.[H-].[Na+].C1(OC(=O)NC[C:22]2[CH:27]=[CH:26][C:25]([O:28][C:29]3[CH:34]=[CH:33][CH:32]=[CH:31][CH:30]=3)=[CH:24][CH:23]=2)C=CC=CC=1.[CH3:36][N:37](C)[CH:38]=[O:39]. Product: [O:28]([C:25]1[CH:26]=[C:27]([CH:22]=[CH:23][CH:24]=1)[CH2:36][NH:37][C:38]([N:1]1[C:9]2[C:4](=[N:5][CH:6]=[CH:7][CH:8]=2)[CH:3]=[CH:2]1)=[O:39])[C:29]1[CH:30]=[CH:31][CH:32]=[CH:33][CH:34]=1. The catalyst class is: 170. (3) The catalyst class is: 10. Product: [F:23][CH2:12][C:13]1[O:17][N:16]=[C:15]([C:18]([OH:22])([C:20]#[CH:21])[CH3:19])[CH:14]=1. Reactant: CC1C=CC(S(O[CH2:12][C:13]2[O:17][N:16]=[C:15]([C:18]([OH:22])([C:20]#[CH:21])[CH3:19])[CH:14]=2)(=O)=O)=CC=1.[F-:23].[K+]. (4) Reactant: [C:1]([C:5]1[CH:10]=[CH:9][C:8]([S:11]([NH:14][C:15]2[CH:19]=[CH:18][S:17][C:16]=2[C:20]([O:22]C)=[O:21])(=[O:13])=[O:12])=[C:7]([CH:24]=[CH:25][C:26]2[CH:31]=[CH:30][CH:29]=[CH:28][CH:27]=2)[CH:6]=1)([CH3:4])([CH3:3])[CH3:2].[OH-].[Na+]. Product: [C:1]([C:5]1[CH:10]=[CH:9][C:8]([S:11]([NH:14][C:15]2[CH:19]=[CH:18][S:17][C:16]=2[C:20]([OH:22])=[O:21])(=[O:13])=[O:12])=[C:7]([CH:24]=[CH:25][C:26]2[CH:27]=[CH:28][CH:29]=[CH:30][CH:31]=2)[CH:6]=1)([CH3:4])([CH3:2])[CH3:3]. The catalyst class is: 83. (5) Reactant: [C:1]([C:3]1[CH:8]=[CH:7][C:6]([C@@H:9]([NH:11][C:12](=[O:18])[O:13][C:14]([CH3:17])([CH3:16])[CH3:15])[CH3:10])=[CH:5][CH:4]=1)#[N:2].[N-:19]=[N+:20]=[N-:21].[Na+].[Cl-].[NH4+]. Product: [N:2]1[NH:19][N:20]=[N:21][C:1]=1[C:3]1[CH:4]=[CH:5][C:6]([C@@H:9]([NH:11][C:12](=[O:18])[O:13][C:14]([CH3:17])([CH3:16])[CH3:15])[CH3:10])=[CH:7][CH:8]=1. The catalyst class is: 869. (6) Reactant: Cl[C:2]1[C:7]([N+:8]([O-:10])=[O:9])=[CH:6][N:5]=[C:4]2[CH:11]=[CH:12][S:13][C:3]=12.[NH2:14][CH:15]1[CH2:20][CH2:19][N:18]([C:21]([O:23][C:24]([CH3:27])([CH3:26])[CH3:25])=[O:22])[CH2:17][CH2:16]1.C(N(CC)C(C)C)(C)C. Product: [N+:8]([C:7]1[C:2]([NH:14][CH:15]2[CH2:16][CH2:17][N:18]([C:21]([O:23][C:24]([CH3:27])([CH3:26])[CH3:25])=[O:22])[CH2:19][CH2:20]2)=[C:3]2[S:13][CH:12]=[CH:11][C:4]2=[N:5][CH:6]=1)([O-:10])=[O:9]. The catalyst class is: 32. (7) Reactant: [CH3:1][O:2][C:3]1[CH:8]=[C:7]([O:9][CH3:10])[CH:6]=[CH:5][C:4]=1[C:11]([C:13]1[C:22]([N+:23]([O-])=O)=[C:21]2[C:16]([CH:17]=[CH:18][CH:19]=[N:20]2)=[CH:15][CH:14]=1)=[O:12].C1COCC1. Product: [NH2:23][C:22]1[C:13]([C:11]([C:4]2[CH:5]=[CH:6][C:7]([O:9][CH3:10])=[CH:8][C:3]=2[O:2][CH3:1])=[O:12])=[CH:14][CH:15]=[C:16]2[C:21]=1[N:20]=[CH:19][CH:18]=[CH:17]2. The catalyst class is: 19. (8) Reactant: [OH:1][CH2:2][C:3]1[CH:4]=[C:5]([CH:10]=[CH:11][N:12]=1)[C:6]([O:8][CH3:9])=[O:7].[CH3:13][S:14](Cl)(=[O:16])=[O:15]. Product: [CH3:13][S:14]([O:1][CH2:2][C:3]1[CH:4]=[C:5]([CH:10]=[CH:11][N:12]=1)[C:6]([O:8][CH3:9])=[O:7])(=[O:16])=[O:15]. The catalyst class is: 2.